Dataset: Full USPTO retrosynthesis dataset with 1.9M reactions from patents (1976-2016). Task: Predict the reactants needed to synthesize the given product. (1) The reactants are: [CH2:1]([O:3][C:4](=[O:26])[CH:5]([O:23][CH2:24][CH3:25])[CH2:6][C:7]1[CH:12]=[CH:11][C:10](OCC2C=CC=CC=2)=[C:9]([O:21][CH3:22])[CH:8]=1)[CH3:2].C(=O)([O-])[O-].[K+].[K+].[C:33]([O:37][C:38]([NH:40][C:41]1[CH:46]=[CH:45][C:44]([CH2:47][CH2:48][O:49]S(C2C=CC(C)=CC=2)(=O)=O)=[CH:43][CH:42]=1)=[O:39])([CH3:36])([CH3:35])[CH3:34]. Given the product [CH2:1]([O:3][C:4](=[O:26])[CH:5]([O:23][CH2:24][CH3:25])[CH2:6][C:7]1[CH:12]=[CH:11][C:10]([O:49][CH2:48][CH2:47][C:44]2[CH:43]=[CH:42][C:41]([NH:40][C:38]([O:37][C:33]([CH3:34])([CH3:35])[CH3:36])=[O:39])=[CH:46][CH:45]=2)=[C:9]([O:21][CH3:22])[CH:8]=1)[CH3:2], predict the reactants needed to synthesize it. (2) Given the product [OH:19][C:16]1[CH:17]=[CH:18][C:13]([CH2:12][C:10]([NH:9][C:6]2[CH:7]=[CH:8][C:3]([C:2]([F:1])([F:23])[F:24])=[CH:4][CH:5]=2)=[O:11])=[CH:14][CH:15]=1, predict the reactants needed to synthesize it. The reactants are: [F:1][C:2]([F:24])([F:23])[C:3]1[CH:8]=[CH:7][C:6]([NH:9][C:10]([CH2:12][C:13]2[CH:18]=[CH:17][C:16]([O:19]C(=O)C)=[CH:15][CH:14]=2)=[O:11])=[CH:5][CH:4]=1.[OH-].[Na+].Cl. (3) Given the product [Cl:15][C:12]1[CH:13]=[CH:14][C:9]([NH:8][C:6](=[O:7])[C:5]2[CH:22]=[CH:23][C:2]([N:28]3[CH2:29][CH2:30][NH:31][C@H:26]([CH3:25])[CH2:27]3)=[N:3][C:4]=2[CH3:24])=[CH:10][C:11]=1[C:16]1[CH:21]=[CH:20][CH:19]=[CH:18][N:17]=1, predict the reactants needed to synthesize it. The reactants are: Cl[C:2]1[CH:23]=[CH:22][C:5]([C:6]([NH:8][C:9]2[CH:14]=[CH:13][C:12]([Cl:15])=[C:11]([C:16]3[CH:21]=[CH:20][CH:19]=[CH:18][N:17]=3)[CH:10]=2)=[O:7])=[C:4]([CH3:24])[N:3]=1.[CH3:25][C@H:26]1[NH:31][CH2:30][CH2:29][NH:28][CH2:27]1. (4) Given the product [CH3:29][O:28][C:26](=[O:27])[CH2:25][NH:15][C:12]1[CH:13]=[CH:14][C:9]([O:8][CH2:7][C:6]([O:5][C:1]([CH3:4])([CH3:3])[CH3:2])=[O:17])=[CH:10][C:11]=1[CH3:16], predict the reactants needed to synthesize it. The reactants are: [C:1]([O:5][C:6](=[O:17])[CH2:7][O:8][C:9]1[CH:14]=[CH:13][C:12]([NH2:15])=[C:11]([CH3:16])[CH:10]=1)([CH3:4])([CH3:3])[CH3:2].C(=O)([O-])[O-].[K+].[K+].Br[CH2:25][C:26]([O:28][CH3:29])=[O:27].O. (5) Given the product [CH:20]1([C:7]2([CH2:8][CH2:9][C:10]#[C:11][C:12]3[CH:13]=[CH:14][C:15]([F:18])=[CH:16][CH:17]=3)[O:26][C:3](=[O:2])[CH2:4][C:5](=[O:25])[CH2:6]2)[CH2:21][CH2:22][CH2:23][CH2:24]1, predict the reactants needed to synthesize it. The reactants are: C[O:2][C:3](=[O:26])[CH2:4][C:5](=[O:25])[CH2:6][C:7]([CH:20]1[CH2:24][CH2:23][CH2:22][CH2:21]1)(O)[CH2:8][CH2:9][C:10]#[C:11][C:12]1[CH:17]=[CH:16][C:15]([F:18])=[CH:14][CH:13]=1.COC(=O)CC(=O)CC(C1CCCC1)(O)CCC#CC1C=C(C)C(O)=CC=1C. (6) Given the product [C:1]([NH:6][C:7]1[N:8]=[C:9]([O:34][C:35](=[O:49])[N:36]([C:37]2[CH:42]=[CH:41][CH:40]=[CH:39][CH:38]=2)[C:43]2[CH:44]=[CH:45][CH:46]=[CH:47][CH:48]=2)[C:10]2[N:11]=[CH:12][N:13]([C:32]=2[N:33]=1)[C@@H:14]1[O:31][C@H:21]([CH2:22][OH:23])[C@@H:16]([O:17][CH2:18][N:53]=[N+:54]=[N-:55])[CH2:15]1)(=[O:5])[CH:2]([CH3:4])[CH3:3], predict the reactants needed to synthesize it. The reactants are: [C:1]([NH:6][C:7]1[N:8]=[C:9]([O:34][C:35](=[O:49])[N:36]([C:43]2[CH:48]=[CH:47][CH:46]=[CH:45][CH:44]=2)[C:37]2[CH:42]=[CH:41][CH:40]=[CH:39][CH:38]=2)[C:10]2[N:11]=[CH:12][N:13]([C:32]=2[N:33]=1)[C@@H:14]1[O:31][C@H:21]([CH2:22][O:23][Si](C(C)(C)C)(C)C)[C@@H:16]([O:17][CH2:18]SC)[CH2:15]1)(=[O:5])[CH:2]([CH3:4])[CH3:3].C(Cl)Cl.[N-:53]=[N+:54]=[N-:55].[Na+].[NH4+].[F-]. (7) Given the product [C:33]([O:32][C:30]([NH:29][C@@H:16]([C@H:17]([C:19]1[CH:24]=[CH:23][C:22]([C:25]([F:28])([F:27])[F:26])=[CH:21][CH:20]=1)[CH3:18])[CH2:15][N:7]([C:5]1[S:6][C:2]([C:63]2[CH:64]=[C:65]3[C:70](=[CH:71][CH:72]=2)[CH:69]=[N:68][C:67]([F:73])=[CH:66]3)=[C:3]([CH2:37][O:38][CH3:39])[N:4]=1)[C:8](=[O:14])[O:9][C:10]([CH3:13])([CH3:12])[CH3:11])=[O:31])([CH3:36])([CH3:35])[CH3:34], predict the reactants needed to synthesize it. The reactants are: Br[C:2]1[S:6][C:5]([N:7]([CH2:15][C@@H:16]([NH:29][C:30]([O:32][C:33]([CH3:36])([CH3:35])[CH3:34])=[O:31])[C@H:17]([C:19]2[CH:24]=[CH:23][C:22]([C:25]([F:28])([F:27])[F:26])=[CH:21][CH:20]=2)[CH3:18])[C:8](=[O:14])[O:9][C:10]([CH3:13])([CH3:12])[CH3:11])=[N:4][C:3]=1[CH2:37][O:38][CH3:39].C(OC(N[C@@H](CC1C=NC(C(F)(F)F)=CC=1)CN(C1SC([C:63]2[CH:64]=[C:65]3[C:70](=[CH:71][CH:72]=2)[CH:69]=[N:68][C:67]([F:73])=[CH:66]3)=CN=1)C(=O)OC(C)(C)C)=O)(C)(C)C.C([O-])(=O)C.[K+]. (8) Given the product [ClH:1].[C:3]1([N:9]([CH2:33][CH2:34][CH2:35][C:36]([OH:38])=[O:37])[C:10]([C:12]2[CH:32]=[CH:31][C:15]3[N:16]([CH3:30])[C:17]([CH2:19][NH:20][C:21]4[CH:26]=[CH:25][C:24]([C:27](=[NH:28])[NH2:29])=[CH:23][CH:22]=4)=[N:18][C:14]=3[CH:13]=2)=[O:11])[CH:4]=[CH:5][CH:6]=[CH:7][CH:8]=1, predict the reactants needed to synthesize it. The reactants are: [ClH:1].Cl.[C:3]1([N:9]([CH2:33][CH2:34][CH2:35][C:36]([O:38]CC)=[O:37])[C:10]([C:12]2[CH:32]=[CH:31][C:15]3[N:16]([CH3:30])[C:17]([CH2:19][NH:20][C:21]4[CH:26]=[CH:25][C:24]([C:27](=[NH:29])[NH2:28])=[CH:23][CH:22]=4)=[N:18][C:14]=3[CH:13]=2)=[O:11])[CH:8]=[CH:7][CH:6]=[CH:5][CH:4]=1.[OH-].[Na+]. (9) Given the product [OH:5][CH:4]([C:6]1[C:15]2[C:10](=[CH:11][CH:12]=[C:13]([O:16][CH3:17])[CH:14]=2)[CH:9]=[CH:8][CH:7]=1)[CH2:3][NH:2][C:24](=[O:26])[CH3:25], predict the reactants needed to synthesize it. The reactants are: Cl.[NH2:2][CH2:3][CH:4]([C:6]1[C:15]2[C:10](=[CH:11][CH:12]=[C:13]([O:16][CH3:17])[CH:14]=2)[CH:9]=[CH:8][CH:7]=1)[OH:5].C(=O)([O-])[O-].[K+].[K+].[C:24](Cl)(=[O:26])[CH3:25]. (10) Given the product [Br:1][C:2]1[CH:3]=[CH:4][C:5]([N:8]2[CH2:9][CH2:10][N:11]([S:14]([CH2:17][CH:18]([N:28]([OH:29])[CH:30]=[O:32])[CH2:19][CH2:20][CH2:21][C:22]3[N:27]=[CH:26][CH:25]=[CH:24][N:23]=3)(=[O:15])=[O:16])[CH2:12][CH2:13]2)=[CH:6][CH:7]=1, predict the reactants needed to synthesize it. The reactants are: [Br:1][C:2]1[CH:7]=[CH:6][C:5]([N:8]2[CH2:13][CH2:12][N:11]([S:14]([CH2:17][CH:18]([NH:28][OH:29])[CH2:19][CH2:20][CH2:21][C:22]3[N:27]=[CH:26][CH:25]=[CH:24][N:23]=3)(=[O:16])=[O:15])[CH2:10][CH2:9]2)=[CH:4][CH:3]=1.[C:30](OC(=O)C)(=[O:32])C.